Predict the product of the given reaction. From a dataset of Forward reaction prediction with 1.9M reactions from USPTO patents (1976-2016). (1) The product is: [N+:8]([C:5]1[CH:6]=[CH:7][C:2]([N:11]2[CH2:16][CH2:15][NH:14][CH2:13][CH2:12]2)=[N:3][CH:4]=1)([O-:10])=[O:9]. Given the reactants Br[C:2]1[CH:7]=[CH:6][C:5]([N+:8]([O-:10])=[O:9])=[CH:4][N:3]=1.[NH:11]1[CH2:16][CH2:15][NH:14][CH2:13][CH2:12]1, predict the reaction product. (2) Given the reactants [N+:1]([C:4]1[CH:13]=[C:12]2[C:7]([CH:8]=[N:9][NH:10][C:11]2=[O:14])=[CH:6][CH:5]=1)([O-:3])=[O:2].Cl.Cl[CH2:17][C:18]1[CH:19]=[N:20][CH:21]=[CH:22][CH:23]=1, predict the reaction product. The product is: [N+:1]([C:4]1[CH:13]=[C:12]2[C:7]([CH:8]=[N:9][N:10]([CH2:17][C:18]3[CH:19]=[N:20][CH:21]=[CH:22][CH:23]=3)[C:11]2=[O:14])=[CH:6][CH:5]=1)([O-:3])=[O:2]. (3) The product is: [OH:11][C:8]1[CH:9]=[CH:10][C:5]([CH2:4][C:3]([OH:13])=[O:2])=[CH:6][C:7]=1[CH3:12]. Given the reactants C[O:2][C:3](=[O:13])[CH2:4][C:5]1[CH:10]=[CH:9][C:8]([OH:11])=[C:7]([CH3:12])[CH:6]=1.Cl, predict the reaction product. (4) Given the reactants Br[C:2]([CH3:9])([CH3:8])[C:3]([O:5][CH2:6][CH3:7])=[O:4].[Cl:10][C:11]1[CH:16]=[CH:15][C:14]([OH:17])=[CH:13][CH:12]=1.C(=O)([O-])[O-].[K+].[K+].O, predict the reaction product. The product is: [CH3:7][CH2:6][O:5][C:3]([C:2]([O:17][C:14]1[CH:13]=[CH:12][C:11]([Cl:10])=[CH:16][CH:15]=1)([CH3:9])[CH3:8])=[O:4]. (5) Given the reactants [CH2:1]([O:3][C:4]([C:6]1[NH:7][CH:8]=[C:9]([C:18]2[CH:23]=[CH:22][CH:21]=[CH:20][N:19]=2)[C:10]=1[C:11]1[CH:16]=[CH:15][C:14]([F:17])=[CH:13][CH:12]=1)=[O:5])[CH3:2].[OH-].[K+].I[CH:27]([CH3:29])[CH3:28].CCOCC, predict the reaction product. The product is: [CH2:1]([O:3][C:4]([C:6]1[N:7]([CH:27]([CH3:29])[CH3:28])[CH:8]=[C:9]([C:18]2[CH:23]=[CH:22][CH:21]=[CH:20][N:19]=2)[C:10]=1[C:11]1[CH:12]=[CH:13][C:14]([F:17])=[CH:15][CH:16]=1)=[O:5])[CH3:2].